This data is from Full USPTO retrosynthesis dataset with 1.9M reactions from patents (1976-2016). The task is: Predict the reactants needed to synthesize the given product. (1) Given the product [OH:4][C@@H:5]1[CH2:18][C@@H:17]2[C@H:8]([C@H:9]3[C@H:14]([CH2:15][CH2:16]2)[CH2:13][C@:12]2([CH3:24])[C@@H:19]([C:22]#[N:23])[CH2:20][CH2:21][C@H:11]2[CH2:10]3)[CH2:7][CH2:6]1, predict the reactants needed to synthesize it. The reactants are: COC[O:4][C@@H:5]1[CH2:18][C@@H:17]2[C@H:8]([C@H:9]3[C@H:14]([CH2:15][CH2:16]2)[CH2:13][C@:12]2([CH3:24])[C@@H:19]([C:22]#[N:23])[CH2:20][CH2:21][C@H:11]2[CH2:10]3)[CH2:7][CH2:6]1.Cl. (2) The reactants are: [CH3:1][CH2:2][CH2:3][C:4]([O:6][C:7]1[CH:8]=[CH:9][C:10]([N+:13]([O-:15])=[O:14])=[CH:11][CH:12]=1)=[O:5]. Given the product [C:4]([O-:6])(=[O:5])[CH2:3][CH2:2][CH3:1].[N+:13]([C:10]1[CH:11]=[CH:12][C:7]([O-:6])=[CH:8][CH:9]=1)([O-:15])=[O:14], predict the reactants needed to synthesize it.